From a dataset of Reaction yield outcomes from USPTO patents with 853,638 reactions. Predict the reaction yield, written as a fraction of the theoretical maximum amount of product (1.0 means a 100% yield; for example, 0.34 means a 34% yield). (1) The reactants are [Si]([O:8][C@@H:9]1[C@@:26]2([CH3:27])[C:13](=[CH:14][CH:15]=[C:16]3[C@@H:25]2[CH2:24][CH2:23][C@@:21]2([CH3:22])[C@H:17]3[CH2:18][CH:19]=[C:20]2[CH2:28][S:29][CH2:30][CH2:31][CH2:32][C:33]([CH2:44][CH3:45])([O:36][Si](CC)(CC)CC)[CH2:34][CH3:35])[CH2:12][C@@H:11]([O:46][Si](C(C)(C)C)(C)C)[CH2:10]1)(C(C)(C)C)(C)C.O1CCCC1.[F-].C([N+](CCCC)(CCCC)CCCC)CCC. No catalyst specified. The product is [CH2:34]([C:33]([OH:36])([CH2:44][CH3:45])[CH2:32][CH2:31][CH2:30][S:29][CH2:28][C:20]1[C@:21]2([CH2:23][CH2:24][C@H:25]3[C:16](=[CH:15][CH:14]=[C:13]4[C@:26]3([CH3:27])[C@@H:9]([OH:8])[CH2:10][C@H:11]([OH:46])[CH2:12]4)[C@@H:17]2[CH2:18][CH:19]=1)[CH3:22])[CH3:35]. The yield is 0.770. (2) The reactants are [C:1]1([CH:7]([C:29]2[CH:34]=[CH:33][CH:32]=[CH:31][CH:30]=2)[N:8]2[C:16]3[C:11](=[CH:12][C:13]([CH3:17])=[CH:14][CH:15]=3)[CH:10]([C:18]3[C:26]([OH:27])=[CH:25][C:21]4[O:22][CH2:23][O:24][C:20]=4[CH:19]=3)[C:9]2=[O:28])[CH:6]=[CH:5][CH:4]=[CH:3][CH:2]=1.[CH2:35]=[O:36].C(NC(C)C)(C)C. The catalyst is ClCCl. The product is [C:29]1([CH:7]([C:1]2[CH:2]=[CH:3][CH:4]=[CH:5][CH:6]=2)[N:8]2[C:16]3[C:11](=[CH:12][C:13]([CH3:17])=[CH:14][CH:15]=3)[C:10]([C:18]3[C:26]([OH:27])=[CH:25][C:21]4[O:22][CH2:23][O:24][C:20]=4[CH:19]=3)([CH2:35][OH:36])[C:9]2=[O:28])[CH:30]=[CH:31][CH:32]=[CH:33][CH:34]=1. The yield is 0.630. (3) The reactants are [NH2:1]/[C:2](/[C:16]#[N:17])=[C:3](\[NH:6][C:7]([NH:9][C:10]1[CH:15]=[CH:14][CH:13]=[CH:12][CH:11]=1)=[O:8])/[C:4]#[N:5].C1(N=C=[O:26])C=CC=CC=1.N/[C:28](=[C:31](\[NH2:34])/[C:32]#N)/[C:29]#N.[C:35](#N)[CH3:36]. No catalyst specified. The product is [O:8]=[C:7]1[NH:6][C:3]2[C:4](=[N:5][C:32]([C:31]3[CH:28]=[CH:29][CH:36]=[CH:35][N:34]=3)=[N:1][C:2]=2[C:16]([NH2:17])=[O:26])[N:9]1[C:10]1[CH:15]=[CH:14][CH:13]=[CH:12][CH:11]=1. The yield is 0.760. (4) The yield is 0.800. The reactants are [Br:1][C:2]1[CH:3]=[C:4]2[C:9](=[CH:10][CH:11]=1)[N:8]=[CH:7][C:6]([C:12](=[O:14])[CH3:13])=[C:5]2Cl.[NH2:16][C@H:17]1[CH2:22][CH2:21][C@H:20]([NH:23][C:24](=[O:30])[O:25][C:26]([CH3:29])([CH3:28])[CH3:27])[CH2:19][CH2:18]1. The product is [C:12]([C:6]1[CH:7]=[N:8][C:9]2[C:4]([C:5]=1[NH:16][C@H:17]1[CH2:22][CH2:21][C@H:20]([NH:23][C:24](=[O:30])[O:25][C:26]([CH3:28])([CH3:27])[CH3:29])[CH2:19][CH2:18]1)=[CH:3][C:2]([Br:1])=[CH:11][CH:10]=2)(=[O:14])[CH3:13]. No catalyst specified. (5) The reactants are C([N:8]1[CH2:13][CH2:12][C:11]([C:17]2[CH:18]=[N:19][CH:20]=[CH:21][CH:22]=2)([N:14]([CH3:16])[CH3:15])[CH2:10][CH2:9]1)C1C=CC=CC=1.C(O)(=O)C. The catalyst is CO.[OH-].[Pd+2].[OH-]. The product is [CH3:15][N:14]([CH3:16])[C:11]1([C:17]2[CH:18]=[N:19][CH:20]=[CH:21][CH:22]=2)[CH2:12][CH2:13][NH:8][CH2:9][CH2:10]1. The yield is 0.980. (6) The reactants are [N:1]([CH2:4][CH2:5][O:6][CH2:7][CH2:8][O:9][CH2:10][CH2:11][O:12][CH2:13][CH2:14][N:15]=[N+]=[N-])=[N+:2]=[N-:3].C1(P(C2C=CC=CC=2)C2C=CC=CC=2)C=CC=CC=1. The yield is 0.880. The product is [N:1]([CH2:4][CH2:5][O:6][CH2:7][CH2:8][O:9][CH2:10][CH2:11][O:12][CH2:13][CH2:14][NH2:15])=[N+:2]=[N-:3]. The catalyst is Cl.CCOCC. (7) The yield is 0.610. The product is [Cl:24][C:25]1[CH:30]=[CH:29][C:28]([O:17][C@H:15]([CH3:16])[CH2:14][CH2:13][O:12][C:9]2[CH:10]=[CH:11][C:6]([CH2:5][CH2:4][C:3]([OH:2])=[O:23])=[C:7]([CH3:22])[CH:8]=2)=[C:27]([O:32][C:33]2[CH:34]=[CH:35][CH:36]=[CH:37][CH:38]=2)[CH:26]=1. No catalyst specified. The reactants are C[O:2][C:3](=[O:23])[CH2:4][CH2:5][C:6]1[CH:11]=[CH:10][C:9]([O:12][CH2:13][CH2:14][C@@H:15]([O:17]S(C)(=O)=O)[CH3:16])=[CH:8][C:7]=1[CH3:22].[Cl:24][C:25]1[CH:30]=[CH:29][C:28](O)=[C:27]([O:32][C:33]2[CH:38]=[CH:37][CH:36]=[CH:35][CH:34]=2)[CH:26]=1.